From a dataset of Forward reaction prediction with 1.9M reactions from USPTO patents (1976-2016). Predict the product of the given reaction. (1) The product is: [C:7]([O:42][CH:37]([C:36]1[C:31]([C:27]([CH3:30])([CH3:28])[CH3:29])=[N:32][C:33]([N:44]2[CH2:45][CH2:46][CH2:47][CH2:48][CH2:49]2)=[N:34][C:35]=1[CH3:43])[C:38]([O:40][CH3:41])=[O:39])([CH3:8])([CH3:12])[CH3:2]. Given the reactants O[CH:2]([C:7]1[C:8](C)=NC(N2CCCCC2)=N[C:12]=1C1C=[CH:12][C:7]([CH3:2])=[CH:8]C=1)C(OC)=O.[C:27]([C:31]1[C:36]([CH:37]([OH:42])[C:38]([O:40][CH3:41])=[O:39])=[C:35]([CH3:43])[N:34]=[C:33]([N:44]2[CH2:49][CH2:48][CH2:47][CH2:46][CH2:45]2)[N:32]=1)([CH3:30])([CH3:29])[CH3:28], predict the reaction product. (2) The product is: [F:8][C:5]1[CH:6]=[CH:7][C:2]([C:23]#[C:22][Si:24]([CH3:27])([CH3:26])[CH3:25])=[C:3]([CH2:9][CH2:10][NH:11][C:12](=[O:14])[CH3:13])[CH:4]=1. Given the reactants Br[C:2]1[CH:7]=[CH:6][C:5]([F:8])=[CH:4][C:3]=1[CH2:9][CH2:10][NH:11][C:12](=[O:14])[CH3:13].C(N(CC)CC)C.[C:22]([Si:24]([CH3:27])([CH3:26])[CH3:25])#[CH:23].[OH-].[Na+], predict the reaction product. (3) The product is: [CH:1]([C:4]1[CH:9]=[CH:8][CH:7]=[C:6]([CH:10]([CH3:11])[CH3:12])[C:5]=1[N:13]=[C:14]([C:16]1[CH:21]=[CH:20][CH:19]=[C:18]([C:22](=[N:24][C:25]2[C:26]([CH:34]([CH3:36])[CH3:35])=[CH:27][CH:28]=[CH:29][C:30]=2[CH:31]([CH3:33])[CH3:32])[CH3:23])[N:17]=1)[CH3:15])([CH3:3])[CH3:2].[Cl-:37].[Cr+2:38].[Cl-:37]. Given the reactants [CH:1]([C:4]1[CH:9]=[CH:8][CH:7]=[C:6]([CH:10]([CH3:12])[CH3:11])[C:5]=1[N:13]=[C:14]([C:16]1[CH:21]=[CH:20][CH:19]=[C:18]([C:22](=[N:24][C:25]2[C:30]([CH:31]([CH3:33])[CH3:32])=[CH:29][CH:28]=[CH:27][C:26]=2[CH:34]([CH3:36])[CH3:35])[CH3:23])[N:17]=1)[CH3:15])([CH3:3])[CH3:2].[Cl-:37].[Cr+2:38].[Cl-], predict the reaction product.